From a dataset of Forward reaction prediction with 1.9M reactions from USPTO patents (1976-2016). Predict the product of the given reaction. Given the reactants [CH3:1][C:2]1[CH:7]=[C:6]([C:8]([NH2:10])=[O:9])[CH:5]=[CH:4][C:3]=1[C:11]1[CH:16]=[CH:15][C:14]([CH2:17][NH:18][CH2:19][CH2:20][CH:21]([CH3:23])[CH3:22])=[CH:13][CH:12]=1.C(=O)(O)[O-].[Na+].[C:29](O[C:29]([O:31][C:32]([CH3:35])([CH3:34])[CH3:33])=[O:30])([O:31][C:32]([CH3:35])([CH3:34])[CH3:33])=[O:30], predict the reaction product. The product is: [C:32]([O:31][C:29](=[O:30])[N:18]([CH2:17][C:14]1[CH:15]=[CH:16][C:11]([C:3]2[CH:4]=[CH:5][C:6]([C:8](=[O:9])[NH2:10])=[CH:7][C:2]=2[CH3:1])=[CH:12][CH:13]=1)[CH2:19][CH2:20][CH:21]([CH3:23])[CH3:22])([CH3:35])([CH3:34])[CH3:33].